This data is from Catalyst prediction with 721,799 reactions and 888 catalyst types from USPTO. The task is: Predict which catalyst facilitates the given reaction. Reactant: [Cl:1][C:2]1[C:3]([CH:10](OC)[O:11]C)=[C:4]([NH2:9])[C:5]([CH3:8])=[N:6][CH:7]=1.Cl.C(=O)([O-])O.[Na+]. Product: [NH2:9][C:4]1[C:5]([CH3:8])=[N:6][CH:7]=[C:2]([Cl:1])[C:3]=1[CH:10]=[O:11]. The catalyst class is: 1.